From a dataset of Forward reaction prediction with 1.9M reactions from USPTO patents (1976-2016). Predict the product of the given reaction. (1) Given the reactants Br[C:2]1[S:3][CH:4]=[C:5]([C:7]([NH:9][C:10]2[CH:11]=[N:12][N:13]([CH3:31])[C:14]=2[C@H:15]2[O:21][CH2:20][C@@H:19]([F:22])[C@H:18]([NH:23]C(=O)OC(C)(C)C)[CH2:17][CH2:16]2)=[O:8])[N:6]=1.[CH3:32][N:33]1[C:37]([CH3:38])=[C:36](B2OC(C)(C)C(C)(C)O2)[CH:35]=[N:34]1, predict the reaction product. The product is: [NH2:23][C@H:18]1[C@H:19]([F:22])[CH2:20][O:21][C@H:15]([C:14]2[N:13]([CH3:31])[N:12]=[CH:11][C:10]=2[NH:9][C:7]([C:5]2[N:6]=[C:2]([C:36]3[CH:35]=[N:34][N:33]([CH3:32])[C:37]=3[CH3:38])[S:3][CH:4]=2)=[O:8])[CH2:16][CH2:17]1. (2) Given the reactants [N+](C1C=CC(O[C:11](=[O:17])[O:12][CH:13]2[CH2:16][CH2:15][CH2:14]2)=CC=1)([O-])=O.[N:18]1(C2C=CC=CN=2)[CH2:23][CH2:22][CH:21]([O:24][N:25]=[C:26]2[CH2:31][CH2:30][N:29]([C:32]3[CH:37]=[CH:36][C:35]([S:38]([CH3:41])(=[O:40])=[O:39])=[CH:34][C:33]=3[F:42])[CH2:28][CH2:27]2)[CH2:20][CH2:19]1, predict the reaction product. The product is: [CH:13]1([O:12][C:11]([N:18]2[CH2:23][CH2:22][CH:21]([O:24][N:25]=[C:26]3[CH2:31][CH2:30][N:29]([C:32]4[CH:37]=[CH:36][C:35]([S:38]([CH3:41])(=[O:39])=[O:40])=[CH:34][C:33]=4[F:42])[CH2:28][CH2:27]3)[CH2:20][CH2:19]2)=[O:17])[CH2:14][CH2:15][CH2:16]1. (3) The product is: [Cl:1][C:2]1[CH:3]=[C:4]([NH:5][C:21]2[N:5]([C:4]3[CH:6]=[CH:7][CH:8]=[C:2]([Cl:1])[CH:3]=3)[N:25]=[C:19]3[C:20]=2[CH:23]=[CH:24][C:17]([F:16])=[CH:18]3)[CH:6]=[CH:7][CH:8]=1. Given the reactants [Cl:1][C:2]1[CH:3]=[C:4]([CH:6]=[CH:7][CH:8]=1)[NH2:5].[O-]S([O-])(=O)=O.[Na+].[Na+].[F:16][C:17]1[CH:24]=[CH:23][C:20]([CH:21]=O)=[C:19]([N+:25]([O-])=O)[CH:18]=1.[In].II, predict the reaction product. (4) Given the reactants [P:1]([OH:4])([OH:3])[OH:2].[CH3:5][Si:6]([CH3:13])([CH3:12])O[Si:6]([CH3:13])([CH3:12])[CH3:5].C1C=CC=CC=1, predict the reaction product. The product is: [PH:1](=[O:4])([O:3][Si:6]([CH3:13])([CH3:12])[CH3:5])[O:2][Si:6]([CH3:13])([CH3:12])[CH3:5]. (5) Given the reactants [Cl:1][C:2]1[CH:3]=[C:4]([C@@H:9]2[C@@H:13]([NH:14][CH3:15])[CH2:12][N:11]([C:16]([CH:18]3[CH2:23][CH2:22][N:21]([C:24]([C:26]4([CH3:29])[CH2:28][CH2:27]4)=[O:25])[CH2:20][CH2:19]3)=[O:17])[CH2:10]2)[CH:5]=[CH:6][C:7]=1[Cl:8].Cl[C:31]([O:33][CH:34]1[CH2:38][CH2:37][CH2:36][CH2:35]1)=[O:32], predict the reaction product. The product is: [CH:34]1([O:33][C:31](=[O:32])[N:14]([C@@H:13]2[C@@H:9]([C:4]3[CH:5]=[CH:6][C:7]([Cl:8])=[C:2]([Cl:1])[CH:3]=3)[CH2:10][N:11]([C:16]([CH:18]3[CH2:19][CH2:20][N:21]([C:24]([C:26]4([CH3:29])[CH2:28][CH2:27]4)=[O:25])[CH2:22][CH2:23]3)=[O:17])[CH2:12]2)[CH3:15])[CH2:38][CH2:37][CH2:36][CH2:35]1. (6) Given the reactants [C:1]([O:5][C:6]([O:8]N=C(C1C=CC=CC=1)C#N)=O)([CH3:4])([CH3:3])[CH3:2].[NH2:19][CH2:20][CH2:21][N:22]([CH2:26][CH2:27][NH2:28])[CH2:23][CH2:24][NH2:25], predict the reaction product. The product is: [NH2:19][CH2:20][CH2:21][N:22]([CH2:26][CH2:27][NH:28][C:6]([O:5][C:1]([CH3:2])([CH3:3])[CH3:4])=[O:8])[CH2:23][CH2:24][NH:25][C:6]([O:5][C:1]([CH3:4])([CH3:3])[CH3:2])=[O:8]. (7) Given the reactants [Cl:1][C:2]1[CH:7]=[C:6]([CH3:8])[N:5]([C:9]2[CH:14]=[CH:13][CH:12]=[CH:11][C:10]=2[Cl:15])[C:4](=[O:16])[C:3]=1[C:17]#[N:18].[Br:19]N1C(=O)CCC1=O.N(C(C)(C)C#N)=NC(C)(C)C#N, predict the reaction product. The product is: [Br:19][CH2:8][C:6]1[N:5]([C:9]2[CH:14]=[CH:13][CH:12]=[CH:11][C:10]=2[Cl:15])[C:4](=[O:16])[C:3]([C:17]#[N:18])=[C:2]([Cl:1])[CH:7]=1.